Dataset: Catalyst prediction with 721,799 reactions and 888 catalyst types from USPTO. Task: Predict which catalyst facilitates the given reaction. (1) Reactant: [F:1][C:2]1[CH:7]=[C:6]([CH:8]2[CH2:13][CH2:12][CH:11]([CH2:14][CH2:15][CH2:16][CH2:17][CH3:18])[CH2:10][CH2:9]2)[CH:5]=[CH:4][C:3]=1[C:19]1(C2CCC(=COC)CC2)[CH2:24][CH2:23][CH2:22][CH2:21][CH2:20]1.[CH3:34][C:35]([CH3:37])=O.Cl.[OH2:39]. Product: [F:1][C:2]1[CH:7]=[C:6]([CH:8]2[CH2:13][CH2:12][CH:11]([CH2:14][CH2:15][CH2:16][CH2:17][CH3:18])[CH2:10][CH2:9]2)[CH:5]=[CH:4][C:3]=1[CH:19]1[CH2:20][CH2:21][CH:22]([CH:2]2[CH2:7][CH2:37][CH:35]([CH:34]=[O:39])[CH2:4][CH2:3]2)[CH2:23][CH2:24]1. The catalyst class is: 11. (2) Reactant: [F:1][C:2]1[CH:7]=[CH:6][CH:5]=[C:4]([NH:8][C:9]2[CH:14]=[CH:13][CH:12]=[C:11]([F:15])[CH:10]=2)[C:3]=1[NH2:16].[C:17](C1NC=CN=1)(C1NC=CN=1)=[O:18]. Product: [F:1][C:2]1[C:3]2[NH:16][C:17](=[O:18])[N:8]([C:9]3[CH:14]=[CH:13][CH:12]=[C:11]([F:15])[CH:10]=3)[C:4]=2[CH:5]=[CH:6][CH:7]=1. The catalyst class is: 12. (3) Reactant: [CH2:1]([C:3]([F:31])([CH2:29][CH3:30])[CH2:4][N:5]1[CH2:10][CH2:9][CH:8]([CH2:11][O:12][C:13]2[CH:18]=[CH:17][C:16]([C:19]3[CH:24]=[CH:23][C:22](C(O)=O)=[CH:21][C:20]=3[F:28])=[CH:15][CH:14]=2)[CH2:7][CH2:6]1)[CH3:2].C(Cl)CCl.C1C=CC2N(O)N=NC=2C=1.CCN(C(C)C)C(C)C.[NH:55]1[CH2:59][CH2:58][CH2:57][C@H:56]1[C:60]([NH2:62])=[O:61].CN([CH:66]=[O:67])C. Product: [CH2:29]([C:3]([F:31])([CH2:1][CH3:2])[CH2:4][N:5]1[CH2:6][CH2:7][CH:8]([CH2:11][O:12][C:13]2[CH:18]=[CH:17][C:16]([C:19]3[C:20]([F:28])([C:66]([N:55]4[CH2:59][CH2:58][CH2:57][C@H:56]4[C:60]([NH2:62])=[O:61])=[O:67])[CH2:21][CH:22]=[CH:23][CH:24]=3)=[CH:15][CH:14]=2)[CH2:9][CH2:10]1)[CH3:30]. The catalyst class is: 6.